From a dataset of Peptide-MHC class I binding affinity with 185,985 pairs from IEDB/IMGT. Regression. Given a peptide amino acid sequence and an MHC pseudo amino acid sequence, predict their binding affinity value. This is MHC class I binding data. (1) The peptide sequence is KQNPDIVIY. The MHC is HLA-B15:01 with pseudo-sequence HLA-B15:01. The binding affinity (normalized) is 0.751. (2) The peptide sequence is YLYNKYSFK. The MHC is HLA-A33:01 with pseudo-sequence HLA-A33:01. The binding affinity (normalized) is 0.489. (3) The peptide sequence is MLLTFLTSL. The MHC is HLA-A02:06 with pseudo-sequence HLA-A02:06. The binding affinity (normalized) is 0.881. (4) The peptide sequence is DAIDGEYRLR. The MHC is HLA-A33:01 with pseudo-sequence HLA-A33:01. The binding affinity (normalized) is 0.491. (5) The peptide sequence is MLDTSEKYSK. The MHC is HLA-A31:01 with pseudo-sequence HLA-A31:01. The binding affinity (normalized) is 0.0747. (6) The peptide sequence is ERYFRIHSL. The MHC is HLA-A01:01 with pseudo-sequence HLA-A01:01. The binding affinity (normalized) is 0. (7) The peptide sequence is TPALATRGF. The MHC is HLA-A03:01 with pseudo-sequence HLA-A03:01. The binding affinity (normalized) is 0.0847.